Dataset: CYP2C19 inhibition data for predicting drug metabolism from PubChem BioAssay. Task: Regression/Classification. Given a drug SMILES string, predict its absorption, distribution, metabolism, or excretion properties. Task type varies by dataset: regression for continuous measurements (e.g., permeability, clearance, half-life) or binary classification for categorical outcomes (e.g., BBB penetration, CYP inhibition). Dataset: cyp2c19_veith. The drug is FC(F)(F)c1ccccc1-c1ccc2ncnc(NC3CC3)c2c1. The result is 1 (inhibitor).